This data is from Reaction yield outcomes from USPTO patents with 853,638 reactions. The task is: Predict the reaction yield, written as a fraction of the theoretical maximum amount of product (1.0 means a 100% yield; for example, 0.34 means a 34% yield). (1) The reactants are O[C@@H:2]1[CH2:7][N:6]([C:8](=[O:13])[C:9]([F:12])([F:11])[F:10])[C@H:5]([C:14]([O:16][C:17]([CH3:20])([CH3:19])[CH3:18])=[O:15])[CH2:4][CH2:3]1.N1C(C)=CC=CC=1C.FC(F)(F)S(OS(C(F)(F)F)(=O)=O)(=O)=O.[CH2:44]([O:51][NH2:52])[C:45]1[CH:50]=[CH:49][CH:48]=[CH:47][CH:46]=1. The yield is 0.850. The product is [CH2:44]([O:51][NH:52][C@H:2]1[CH2:7][N:6]([C:8](=[O:13])[C:9]([F:12])([F:11])[F:10])[C@H:5]([C:14]([O:16][C:17]([CH3:20])([CH3:19])[CH3:18])=[O:15])[CH2:4][CH2:3]1)[C:45]1[CH:50]=[CH:49][CH:48]=[CH:47][CH:46]=1. The catalyst is C(#N)C. (2) The reactants are [OH:1][CH:2]([C:8]1[CH:17]=[CH:16][CH:15]=[C:14]2[C:9]=1[CH:10]=[CH:11][N:12]=[CH:13]2)[C:3]([O:5][CH2:6][CH3:7])=[O:4].[C:18](Cl)(=[O:20])[CH3:19]. The catalyst is N1C=CC=CC=1. The product is [C:18]([O:1][CH:2]([C:8]1[CH:17]=[CH:16][CH:15]=[C:14]2[C:9]=1[CH:10]=[CH:11][N:12]=[CH:13]2)[C:3]([O:5][CH2:6][CH3:7])=[O:4])(=[O:20])[CH3:19]. The yield is 0.670. (3) The catalyst is C([O-])(=O)C.[Pd+2].C([O-])(=O)C.CC(N(C)C)=O. The yield is 0.389. The reactants are Br[C:2]1[CH:7]=[CH:6][C:5]([S:8]([NH2:11])(=[O:10])=[O:9])=[CH:4][CH:3]=1.C([O-])(=O)C.[K+].[CH:17]12[CH2:22][CH:21]1[CH2:20][N:19]([C:23](=[O:39])[C:24]([C:27]1[S:28][CH:29]=[C:30]([C:32]3[CH:37]=[CH:36][C:35]([Cl:38])=[CH:34][CH:33]=3)[N:31]=1)([CH3:26])[CH3:25])[CH2:18]2. The product is [CH:17]12[CH2:22][CH:21]1[CH2:20][N:19]([C:23](=[O:39])[C:24]([C:27]1[S:28][C:29]([C:2]3[CH:7]=[CH:6][C:5]([S:8]([NH2:11])(=[O:10])=[O:9])=[CH:4][CH:3]=3)=[C:30]([C:32]3[CH:33]=[CH:34][C:35]([Cl:38])=[CH:36][CH:37]=3)[N:31]=1)([CH3:26])[CH3:25])[CH2:18]2. (4) The yield is 0.400. The catalyst is CN(C=O)C.C1C=CC(P(C2C=CC=CC=2)C2C=CC=CC=2)=CC=1.C1C=CC(P(C2C=CC=CC=2)C2C=CC=CC=2)=CC=1.Cl[Pd]Cl. The reactants are Br[C:2]1[NH:3][C:4]2[C:9]([C:10]=1[CH:11]=[O:12])=[CH:8][CH:7]=[CH:6][CH:5]=2.C(=O)([O-])[O-].[Na+].[Na+].[C:19]1([C:28]2[CH:33]=[CH:32][CH:31]=[CH:30][CH:29]=2)[CH:24]=[CH:23][CH:22]=[C:21](B(O)O)[CH:20]=1. The product is [C:19]1([C:28]2[CH:29]=[CH:30][CH:31]=[CH:32][CH:33]=2)[CH:24]=[CH:23][CH:22]=[C:21]([C:2]2[NH:3][C:4]3[C:9]([C:10]=2[CH:11]=[O:12])=[CH:8][CH:7]=[CH:6][CH:5]=3)[CH:20]=1. (5) The reactants are [F:1][C:2]1[CH:7]=[C:6](I)[CH:5]=[CH:4][C:3]=1[N:9]1[CH:14]=[C:13]([O:15][CH3:16])[C:12](=[O:17])[C:11]([C:18]2[N:22]([C:23]3[CH:28]=[CH:27][CH:26]=[CH:25][CH:24]=3)[N:21]=[CH:20][CH:19]=2)=[N:10]1.[NH:29]1[CH2:34][CH2:33][O:32][CH2:31][C:30]1=[O:35].N[C@@H]1CCCC[C@H]1N.[O-]P([O-])([O-])=O.[K+].[K+].[K+]. The catalyst is O1CCOCC1.[Cu]I.O. The product is [F:1][C:2]1[CH:7]=[C:6]([N:29]2[CH2:34][CH2:33][O:32][CH2:31][C:30]2=[O:35])[CH:5]=[CH:4][C:3]=1[N:9]1[CH:14]=[C:13]([O:15][CH3:16])[C:12](=[O:17])[C:11]([C:18]2[N:22]([C:23]3[CH:28]=[CH:27][CH:26]=[CH:25][CH:24]=3)[N:21]=[CH:20][CH:19]=2)=[N:10]1. The yield is 0.590. (6) The reactants are OC1C=CC=CN=1.[C:8]([O:12][C:13](=[O:41])[NH:14][C@H:15]([C@@H:34]1[CH2:38][C@@H:37]([CH3:39])[C:36](=[O:40])[O:35]1)[CH2:16][N:17]1[CH2:22][C:21](=[O:23])[N:20]([C:24]2[CH:29]=[C:28]([F:30])[CH:27]=[CH:26][C:25]=2[CH3:31])[CH2:19][C:18]1([CH3:33])[CH3:32])([CH3:11])([CH3:10])[CH3:9].[CH3:42][C:43]([CH3:47])([CH3:46])[CH2:44][NH2:45]. The catalyst is O. The product is [C:8]([O:12][C:13](=[O:41])[NH:14][C@@H:15]([CH2:16][N:17]1[CH2:22][C:21](=[O:23])[N:20]([C:24]2[CH:29]=[C:28]([F:30])[CH:27]=[CH:26][C:25]=2[CH3:31])[CH2:19][C:18]1([CH3:33])[CH3:32])[C@@H:34]([OH:35])[CH2:38][C@H:37]([C:36](=[O:40])[NH:45][CH2:44][C:43]([CH3:47])([CH3:46])[CH3:42])[CH3:39])([CH3:10])([CH3:11])[CH3:9]. The yield is 0.780. (7) The reactants are C([O:4][C@@H:5]1[CH2:11][C@@H:10]([O:12][Si:13]([C:16]([CH3:19])([CH3:18])[CH3:17])([CH3:15])[CH3:14])[C@:9]2([CH3:20])[C@@H:7]([O:8]2)[CH2:6]1)(=O)C.C([O-])([O-])=O.[K+].[K+].C(O)(=O)C. The catalyst is CO. The product is [Si:13]([O:12][C@H:10]1[C@:9]2([CH3:20])[C@@H:7]([O:8]2)[CH2:6][C@H:5]([OH:4])[CH2:11]1)([C:16]([CH3:19])([CH3:18])[CH3:17])([CH3:15])[CH3:14]. The yield is 0.980. (8) The reactants are [Br:1][C:2]1[CH:7]=[CH:6][C:5]([C:8](=O)[CH2:9][NH:10][C:11]([C@@H:13]2[CH2:21][C:16]3([O:20][CH2:19][CH2:18][O:17]3)[CH2:15][N:14]2[C:22](=[O:32])[C@@H:23]([NH:27][C:28](=[O:31])[O:29][CH3:30])[CH:24]([CH3:26])[CH3:25])=O)=[CH:4][CH:3]=1.O1CCOCC1.C([O-])(=O)C.[NH4+:44]. The catalyst is CCOC(C)=O. The product is [Br:1][C:2]1[CH:7]=[CH:6][C:5]([C:8]2[NH:44][C:11]([C@@H:13]3[CH2:21][C:16]4([O:17][CH2:18][CH2:19][O:20]4)[CH2:15][N:14]3[C:22](=[O:32])[C@@H:23]([NH:27][C:28](=[O:31])[O:29][CH3:30])[CH:24]([CH3:26])[CH3:25])=[N:10][CH:9]=2)=[CH:4][CH:3]=1. The yield is 0.968.